This data is from Catalyst prediction with 721,799 reactions and 888 catalyst types from USPTO. The task is: Predict which catalyst facilitates the given reaction. (1) Reactant: [C:1]1([C:7]2[CH:15]=[CH:14][C:10]([C:11](Cl)=[O:12])=[CH:9][CH:8]=2)[CH:6]=[CH:5][CH:4]=[CH:3][CH:2]=1.[NH2:16][CH2:17][CH2:18][CH2:19][CH2:20][CH2:21][C:22]([OH:24])=[O:23].[OH-].[Na+].Cl. Product: [C:1]1([C:7]2[CH:15]=[CH:14][C:10]([C:11]([NH:16][CH2:17][CH2:18][CH2:19][CH2:20][CH2:21][C:22]([OH:24])=[O:23])=[O:12])=[CH:9][CH:8]=2)[CH:6]=[CH:5][CH:4]=[CH:3][CH:2]=1. The catalyst class is: 7. (2) Reactant: [CH2:1]([O:8][C@@H:9]1[C@@H:14]([O:15][CH2:16][C:17]2[CH:22]=[CH:21][CH:20]=[CH:19][CH:18]=2)[C@H:13]([O:23][CH2:24][C:25]2[CH:30]=[CH:29][CH:28]=[CH:27][CH:26]=2)[C@@H:12]([CH2:31][O:32][CH2:33][C:34]2[CH:39]=[CH:38][CH:37]=[CH:36][CH:35]=2)[O:11][C@H:10]1[C:40]1[C:48]2[C:43](=[CH:44][CH:45]=[CH:46][C:47]=2[CH3:49])[NH:42][CH:41]=1)[C:2]1[CH:7]=[CH:6][CH:5]=[CH:4][CH:3]=1.[H-].[Na+].[CH2:52]([C:54]1[CH:61]=[CH:60][C:57]([CH2:58]Br)=[CH:56][CH:55]=1)[CH3:53].Cl. Product: [CH2:1]([O:8][C@@H:9]1[C@@H:14]([O:15][CH2:16][C:17]2[CH:18]=[CH:19][CH:20]=[CH:21][CH:22]=2)[C@H:13]([O:23][CH2:24][C:25]2[CH:30]=[CH:29][CH:28]=[CH:27][CH:26]=2)[C@@H:12]([CH2:31][O:32][CH2:33][C:34]2[CH:35]=[CH:36][CH:37]=[CH:38][CH:39]=2)[O:11][C@H:10]1[C:40]1[C:48]2[C:43](=[CH:44][CH:45]=[CH:46][C:47]=2[CH3:49])[N:42]([CH2:58][C:57]2[CH:60]=[CH:61][C:54]([CH2:52][CH3:53])=[CH:55][CH:56]=2)[CH:41]=1)[C:2]1[CH:3]=[CH:4][CH:5]=[CH:6][CH:7]=1. The catalyst class is: 9. (3) Reactant: [C:1]([O:5][C:6]([NH:8][C@@H:9]1[CH2:11][C@H:10]1[C:12]1[CH:20]=[CH:19][C:15]([C:16]([OH:18])=O)=[CH:14][CH:13]=1)=[O:7])([CH3:4])([CH3:3])[CH3:2].[CH3:21][NH:22][C:23]1[CH:28]=[CH:27][CH:26]=[CH:25][CH:24]=1.ON1C2C=CC=CC=2N=N1.Cl.C(N=C=NCCCN(C)C)C.Cl. Product: [CH3:21][N:22]([C:23]1[CH:28]=[CH:27][CH:26]=[CH:25][CH:24]=1)[C:16]([C:15]1[CH:14]=[CH:13][C:12]([C@@H:10]2[CH2:11][C@H:9]2[NH:8][C:6](=[O:7])[O:5][C:1]([CH3:2])([CH3:3])[CH3:4])=[CH:20][CH:19]=1)=[O:18]. The catalyst class is: 3. (4) Reactant: [O:1]1[CH2:3][C@H:2]1[CH2:4][O:5][C:6]1[C:18]2[C:17]3[C:12](=[CH:13][CH:14]=[CH:15][CH:16]=3)[NH:11][C:10]=2[CH:9]=[CH:8][CH:7]=1.CC(N)(C)C[C:22]1[CH:27]=[CH:26][C:25]([NH:28][S:29]([C:32]2[CH:37]=[CH:36][CH:35]=[CH:34][CH:33]=2)(=[O:31])=[O:30])=[CH:24][CH:23]=1. Product: [OH:1][C@@H:2]([CH2:3][N:11]([C:22]1[CH:23]=[CH:24][C:25]([NH:28][S:29]([C:32]2[CH:33]=[CH:34][CH:35]=[CH:36][CH:37]=2)(=[O:30])=[O:31])=[CH:26][CH:27]=1)[CH2:10][CH:18]([CH3:6])[CH3:17])[CH2:4][O:5][C:6]1[C:18]2[C:17]3[C:12](=[CH:13][CH:14]=[CH:15][CH:16]=3)[NH:11][C:10]=2[CH:9]=[CH:8][CH:7]=1. The catalyst class is: 8. (5) Reactant: [Cl:1][C:2]1[CH:7]=[CH:6][CH:5]=[CH:4][C:3]=1[N:8]1[CH:12]=[C:11]([CH2:13]O)[CH:10]=[N:9]1.C1(P(C2C=CC=CC=2)C2C=CC=CC=2)C=CC=CC=1.C(Br)(Br)(Br)[Br:35]. Product: [Br:35][CH2:13][C:11]1[CH:10]=[N:9][N:8]([C:3]2[CH:4]=[CH:5][CH:6]=[CH:7][C:2]=2[Cl:1])[CH:12]=1. The catalyst class is: 1. (6) Reactant: CC1C=CC(S(OCCO[CH2:15][CH2:16][O:17][CH2:18][CH2:19][O:20][CH2:21][CH2:22][C:23]([O:25][C:26]([CH3:29])([CH3:28])[CH3:27])=[O:24])(=O)=O)=CC=1.[F:30][C:31]1[C:36]([F:37])=[C:35]([OH:38])[CH:34]=[CH:33][C:32]=1[CH2:39][N:40]1[C:49](=[O:50])[C:48]([C:51]([NH:53][C:54]2[CH:59]=[CH:58][C:57]([C:60]([F:63])([F:62])[F:61])=[CH:56][C:55]=2[C:64]2[CH:69]=[C:68]([C:70]([F:73])([F:72])[F:71])[N:67]=[CH:66][N:65]=2)=[O:52])=[C:47]([OH:74])[C:42]2([CH2:46][CH2:45][CH2:44][CH2:43]2)[N:41]1[CH3:75].C(=O)([O-])[O-].[Cs+].[Cs+].O. Product: [F:37][C:36]1[C:31]([F:30])=[C:32]([CH2:39][N:40]2[C:49](=[O:50])[C:48]([C:51](=[O:52])[NH:53][C:54]3[CH:59]=[CH:58][C:57]([C:60]([F:61])([F:62])[F:63])=[CH:56][C:55]=3[C:64]3[CH:69]=[C:68]([C:70]([F:71])([F:72])[F:73])[N:67]=[CH:66][N:65]=3)=[C:47]([OH:74])[C:42]3([CH2:43][CH2:44][CH2:45][CH2:46]3)[N:41]2[CH3:75])[CH:33]=[CH:34][C:35]=1[O:38][CH2:15][CH2:16][O:17][CH2:18][CH2:19][O:20][CH2:21][CH2:22][C:23]([O:25][C:26]([CH3:27])([CH3:29])[CH3:28])=[O:24]. The catalyst class is: 10.